From a dataset of Catalyst prediction with 721,799 reactions and 888 catalyst types from USPTO. Predict which catalyst facilitates the given reaction. (1) Reactant: [N+:1]([C:4]1[CH:9]=[CH:8][C:7]([CH2:10][CH2:11][N:12]2[C:21]3[CH2:20][CH2:19][CH2:18][CH2:17][C:16]=3[C:15](=[O:22])[NH:14][C:13]2=[O:23])=[CH:6][CH:5]=1)([O-])=O. Product: [NH2:1][C:4]1[CH:9]=[CH:8][C:7]([CH2:10][CH2:11][N:12]2[C:21]3[CH2:20][CH2:19][CH2:18][CH2:17][C:16]=3[C:15](=[O:22])[NH:14][C:13]2=[O:23])=[CH:6][CH:5]=1. The catalyst class is: 541. (2) Reactant: [CH2:1]([O:8][C:9](=[O:13])[CH2:10][C:11]#[N:12])[C:2]1[CH:7]=[CH:6][CH:5]=[CH:4][CH:3]=1.C(N)(=[S:16])C.Cl.O. The catalyst class is: 3. Product: [CH2:1]([O:8][C:9](=[O:13])[CH2:10][C:11](=[S:16])[NH2:12])[C:2]1[CH:7]=[CH:6][CH:5]=[CH:4][CH:3]=1.